This data is from Catalyst prediction with 721,799 reactions and 888 catalyst types from USPTO. The task is: Predict which catalyst facilitates the given reaction. Reactant: [Br:1][C:2]1[C:7]([CH:8]=[CH:9][O:10]C)=[CH:6][CH:5]=[CH:4][N:3]=1. Product: [Br:1][C:2]1[C:7]([CH2:8][CH:9]=[O:10])=[CH:6][CH:5]=[CH:4][N:3]=1. The catalyst class is: 106.